Dataset: Forward reaction prediction with 1.9M reactions from USPTO patents (1976-2016). Task: Predict the product of the given reaction. (1) Given the reactants [CH3:1][O:2][C:3]1[CH:4]=[C:5]([CH2:11][CH2:12][NH2:13])[CH:6]=[C:7]([O:9][CH3:10])[CH:8]=1.[F:14][C:15]1[CH:20]=[CH:19][C:18]([CH2:21][C:22](O)=[O:23])=[CH:17][CH:16]=1.C1CN([P+](ON2N=NC3C=CC=CC2=3)(N2CCCC2)N2CCCC2)CC1.F[P-](F)(F)(F)(F)F.C(N(C(C)C)C(C)C)C, predict the reaction product. The product is: [CH3:10][O:9][C:7]1[CH:6]=[C:5]([CH2:11][CH2:12][NH:13][C:22](=[O:23])[CH2:21][C:18]2[CH:19]=[CH:20][C:15]([F:14])=[CH:16][CH:17]=2)[CH:4]=[C:3]([O:2][CH3:1])[CH:8]=1. (2) The product is: [F:8][C:6]1[CH:5]=[C:4]([C@@:9]2([CH3:56])[N:18]([CH2:19]/[CH:20]=[CH:21]/[C:22]3[CH:23]=[C:24]4[C:45](=[CH:46][CH:47]=3)[CH2:44][C:26]3([C:34]5[C:29](=[N:30][CH:31]=[CH:32][CH:33]=5)[NH:28][C:27]3=[O:43])[CH2:25]4)[C:17](=[O:48])[C:12]3([CH2:13][CH2:14][CH2:15][CH2:16]3)[NH:11][CH2:10]2)[CH:3]=[C:2]([F:1])[CH:7]=1. Given the reactants [F:1][C:2]1[CH:3]=[C:4]([C@@:9]2([CH3:56])[N:18]([CH2:19]/[CH:20]=[CH:21]/[C:22]3[CH:23]=[C:24]4[C:45](=[CH:46][CH:47]=3)[CH2:44][C:26]3([C:34]5[C:29](=[N:30][CH:31]=[CH:32][CH:33]=5)[N:28](COCC[Si](C)(C)C)[C:27]3=[O:43])[CH2:25]4)[C:17](=[O:48])[C:12]3([CH2:16][CH2:15][CH2:14][CH2:13]3)[N:11](C(OC(C)(C)C)=O)[CH2:10]2)[CH:5]=[C:6]([F:8])[CH:7]=1.C(O)(C(F)(F)F)=O.[OH-].[Na+].C(N)CN, predict the reaction product. (3) Given the reactants [F:1][C:2]1[CH:10]=[C:9]2[C:5]([C:6]([C:28]([O:30]C)=O)=[N:7][N:8]2[C:11]2[CH:16]=[CH:15][CH:14]=[C:13]([C:17]#[C:18][C@:19]3([OH:27])[CH2:24][CH2:23][CH2:22][N:21]([CH3:25])[C:20]3=[O:26])[CH:12]=2)=[CH:4][CH:3]=1.[NH3:32], predict the reaction product. The product is: [F:1][C:2]1[CH:10]=[C:9]2[C:5]([C:6]([C:28]([NH2:32])=[O:30])=[N:7][N:8]2[C:11]2[CH:16]=[CH:15][CH:14]=[C:13]([C:17]#[C:18][C@:19]3([OH:27])[CH2:24][CH2:23][CH2:22][N:21]([CH3:25])[C:20]3=[O:26])[CH:12]=2)=[CH:4][CH:3]=1. (4) The product is: [Cl:21][C:9]1[N:8]([C:5]2[CH:6]=[CH:7][C:2]([NH:1][C:24](=[O:25])[CH3:23])=[CH:3][CH:4]=2)[C:16]2[C:15]([OH:17])=[C:14]([C:18]#[N:19])[C:13](=[O:20])[NH:12][C:11]=2[CH:10]=1. Given the reactants [NH2:1][C:2]1[CH:7]=[CH:6][C:5]([N:8]2[C:16]3[C:15]([OH:17])=[C:14]([C:18]#[N:19])[C:13](=[O:20])[NH:12][C:11]=3[CH:10]=[C:9]2[Cl:21])=[CH:4][CH:3]=1.C1C[O:25][CH2:24][CH2:23]1.C(Cl)(=O)C, predict the reaction product. (5) Given the reactants [F:1][C:2]1[CH:27]=[CH:26][CH:25]=[CH:24][C:3]=1[CH2:4][N:5]1[C:9]2=[N:10][CH:11]=[CH:12][CH:13]=[C:8]2[C:7]([C:14]2[N:19]=[C:18](O)[C:17]([N+:21]([O-:23])=[O:22])=[CH:16][N:15]=2)=[N:6]1.P(Cl)(Cl)([Cl:30])=O.O.C(=O)([O-])O.[Na+], predict the reaction product. The product is: [Cl:30][C:18]1[C:17]([N+:21]([O-:23])=[O:22])=[CH:16][N:15]=[C:14]([C:7]2[C:8]3[C:9](=[N:10][CH:11]=[CH:12][CH:13]=3)[N:5]([CH2:4][C:3]3[CH:24]=[CH:25][CH:26]=[CH:27][C:2]=3[F:1])[N:6]=2)[N:19]=1. (6) Given the reactants [C:1]1([C:7]2[O:11][C:10]([C:12]([N:14]3[CH2:17][CH:16]([O:18][C:19]4[CH:26]=[CH:25][C:22]([CH:23]=O)=[CH:21][CH:20]=4)[CH2:15]3)=[O:13])=[N:9][N:8]=2)[CH:6]=[CH:5][CH:4]=[CH:3][CH:2]=1.C(N(CC)CC)C.Cl.[CH2:35]1[C:39]2([CH2:43][CH2:42][NH:41][CH2:40]2)[CH2:38][CH2:37][O:36]1.[Na].C([O-])(O)=O.[Na+], predict the reaction product. The product is: [CH2:35]1[C:39]2([CH2:43][CH2:42][N:41]([CH2:23][C:22]3[CH:21]=[CH:20][C:19]([O:18][CH:16]4[CH2:15][N:14]([C:12]([C:10]5[O:11][C:7]([C:1]6[CH:6]=[CH:5][CH:4]=[CH:3][CH:2]=6)=[N:8][N:9]=5)=[O:13])[CH2:17]4)=[CH:26][CH:25]=3)[CH2:40]2)[CH2:38][CH2:37][O:36]1. (7) Given the reactants [NH2:1][C:2]1[CH:10]=[C:9]([F:11])[CH:8]=[CH:7][C:3]=1[C:4]([OH:6])=O.[N:12]1C=C[CH:15]=[CH:14][CH:13]=1.C(Cl)(=O)CC.O.[NH2:24]N, predict the reaction product. The product is: [NH2:24][N:12]1[C:4](=[O:6])[C:3]2[C:2](=[CH:10][C:9]([F:11])=[CH:8][CH:7]=2)[N:1]=[C:13]1[CH2:14][CH3:15]. (8) The product is: [CH2:2]([NH:3][C:4]([CH:6]1[CH:7]([OH:35])[CH:8]([OH:34])[CH:9]([N:11]2[CH:12]=[N:13][C:14]3[C:15]2=[N:16][C:17]([C:21]#[C:22][CH2:23][CH:24]2[CH2:25][CH2:26][CH:27]([C:30](=[O:32])[NH2:38])[CH2:28][CH2:29]2)=[N:18][C:19]=3[NH2:20])[O:10]1)=[O:5])[CH3:1]. Given the reactants [CH3:1][CH2:2][NH:3][C:4]([C@H:6]1[O:10][C@@H:9]([N:11]2[C:15]3[N:16]=[C:17]([C:21]#[C:22][CH2:23][CH:24]4[CH2:29][CH2:28][CH:27]([C:30]([O:32]C)=O)[CH2:26][CH2:25]4)[N:18]=[C:19]([NH2:20])[C:14]=3[N:13]=[CH:12]2)[C@H:8]([OH:34])[C@@H:7]1[OH:35])=[O:5].CO.[NH3:38], predict the reaction product. (9) Given the reactants [O:1]=[C:2]1[C:10](=[C:11]2[C:19]3[C:14](=[CH:15][CH:16]=[CH:17][CH:18]=3)[CH:13]([CH2:20][CH2:21]OS(C)(=O)=O)[O:12]2)[C:9]2[C:4](=[CH:5][CH:6]=[CH:7][CH:8]=2)[NH:3]1.[NH:27]1[CH2:31][CH2:30][CH2:29][CH2:28]1, predict the reaction product. The product is: [N:27]1([CH2:21][CH2:20][CH:13]2[C:14]3[C:19](=[CH:18][CH:17]=[CH:16][CH:15]=3)[C:11](=[C:10]3[C:9]4[C:4](=[CH:5][CH:6]=[CH:7][CH:8]=4)[NH:3][C:2]3=[O:1])[O:12]2)[CH2:31][CH2:30][CH2:29][CH2:28]1. (10) Given the reactants CCN(C(C)C)C(C)C.[CH2:10]([O:17][C:18]1[CH:26]=[CH:25][C:21]([C:22]([OH:24])=O)=[CH:20][CH:19]=1)[C:11]1[CH:16]=[CH:15][CH:14]=[CH:13][CH:12]=1.C1C=CC2N(O)N=NC=2C=1.CCN=C=NCCCN(C)C.Cl.Cl.[CH2:50]([O:52][C:53](=[O:56])[CH2:54][NH2:55])[CH3:51], predict the reaction product. The product is: [CH2:50]([O:52][C:53](=[O:56])[CH2:54][NH:55][C:22](=[O:24])[C:21]1[CH:20]=[CH:19][C:18]([O:17][CH2:10][C:11]2[CH:12]=[CH:13][CH:14]=[CH:15][CH:16]=2)=[CH:26][CH:25]=1)[CH3:51].